The task is: Predict the reactants needed to synthesize the given product.. This data is from Full USPTO retrosynthesis dataset with 1.9M reactions from patents (1976-2016). Given the product [F:19][C:20]1[CH:21]=[C:22]([NH:23][C:16]([C:11]2[NH:12][C:13]3[C:9]([CH:10]=2)=[CH:8][C:7]([CH:4]2[CH2:5][CH2:6][N:2]([CH3:1])[CH2:3]2)=[CH:15][CH:14]=3)=[O:18])[CH:24]=[CH:25][CH:26]=1, predict the reactants needed to synthesize it. The reactants are: [CH3:1][N:2]1[CH2:6][CH2:5][CH:4]([C:7]2[CH:8]=[C:9]3[C:13](=[CH:14][CH:15]=2)[NH:12][C:11]([C:16]([OH:18])=O)=[CH:10]3)[CH2:3]1.[F:19][C:20]1[CH:21]=[C:22]([CH:24]=[CH:25][CH:26]=1)[NH2:23].C(N(CC)C(C)C)(C)C.CCCP1(OP(CCC)(=O)OP(CCC)(=O)O1)=O.